From a dataset of Forward reaction prediction with 1.9M reactions from USPTO patents (1976-2016). Predict the product of the given reaction. (1) Given the reactants [C:1]([C:6]1[C:13]([C:14]([CH3:17])([CH3:16])[CH3:15])=[CH:12][C:9]([CH:10]=O)=[CH:8][C:7]=1[C:18]([CH3:21])([CH3:20])[CH3:19])(=[O:5])[CH2:2][CH2:3][CH3:4].[C:22]([NH:26][OH:27])([CH3:25])([CH3:24])[CH3:23].C1(C)C=CC(S(O)(=O)=O)=CC=1, predict the reaction product. The product is: [C:1]([C:6]1[C:13]([C:14]([CH3:17])([CH3:16])[CH3:15])=[CH:12][C:9]([CH:10]=[N+:26]([C:22]([CH3:25])([CH3:24])[CH3:23])[O-:27])=[CH:8][C:7]=1[C:18]([CH3:21])([CH3:20])[CH3:19])(=[O:5])[CH2:2][CH2:3][CH3:4]. (2) The product is: [CH2:1]([CH:8]1[CH2:14][N:13]([CH2:15][CH2:16][C:17]([NH2:19])=[O:18])[C:12](=[O:26])[CH2:11][N:10]([S:27]([C:30]2[CH:31]=[CH:32][C:33]([Cl:36])=[CH:34][CH:35]=2)(=[O:29])=[O:28])[C:9]1=[O:37])[C:2]1[CH:3]=[CH:4][CH:5]=[CH:6][CH:7]=1. Given the reactants [CH2:1]([CH:8]1[CH2:14][N:13]([CH2:15][CH2:16][C:17]([NH:19]C2C=CC=CC=2)=[O:18])[C:12](=[O:26])[CH2:11][N:10]([S:27]([C:30]2[CH:35]=[CH:34][C:33]([Cl:36])=[CH:32][CH:31]=2)(=[O:29])=[O:28])[C:9]1=[O:37])[C:2]1[CH:7]=[CH:6][CH:5]=[CH:4][CH:3]=1.NC1C=CC=CC=1.C[Si](C)(C)N[Si](C)(C)C, predict the reaction product. (3) Given the reactants [F:1][C:2]1[CH:7]=[CH:6][C:5]([C:8]2[CH:9]=[C:10]([C:19](OC)=O)[C:11](=[O:18])[N:12]([CH2:14][CH:15]([CH3:17])[CH3:16])[N:13]=2)=[CH:4][C:3]=1[CH3:23].FC1C=CC(C2C=C(COS(C)(=O)=O)[C:34](=O)[N:35](CC(C)C)N=2)=CC=1C, predict the reaction product. The product is: [F:1][C:2]1[CH:7]=[CH:6][C:5]([C:8]2[CH:9]=[C:10]([CH2:19][NH:35][CH3:34])[C:11](=[O:18])[N:12]([CH2:14][CH:15]([CH3:17])[CH3:16])[N:13]=2)=[CH:4][C:3]=1[CH3:23]. (4) Given the reactants [CH:1]1([NH:4][C:5](=[O:34])[C:6]2[CH:11]=[CH:10][C:9]([C:12]3[N:16]4[N:17]=[C:18]([S:26][C:27]5[CH:32]=[CH:31][CH:30]=[CH:29][CH:28]=5)[CH:19]=[C:20]([NH:21][CH2:22][CH:23]([CH3:25])[CH3:24])[C:15]4=[N:14][CH:13]=3)=[CH:8][C:7]=2[CH3:33])[CH2:3][CH2:2]1.[OH:35]OS([O-])=O.[K+].[OH2:41], predict the reaction product. The product is: [CH:1]1([NH:4][C:5](=[O:34])[C:6]2[CH:11]=[CH:10][C:9]([C:12]3[N:16]4[N:17]=[C:18]([S:26]([C:27]5[CH:28]=[CH:29][CH:30]=[CH:31][CH:32]=5)(=[O:35])=[O:41])[CH:19]=[C:20]([NH:21][CH2:22][CH:23]([CH3:25])[CH3:24])[C:15]4=[N:14][CH:13]=3)=[CH:8][C:7]=2[CH3:33])[CH2:3][CH2:2]1. (5) Given the reactants Br[C:2]1[N:3]=[CH:4][C:5]([NH:8][C:9](=[O:28])[CH:10]([C:17]2[CH:22]=[CH:21][C:20]([S:23]([CH3:26])(=[O:25])=[O:24])=[C:19]([Cl:27])[CH:18]=2)[CH2:11][CH:12]2[CH2:16][CH2:15][CH2:14][CH2:13]2)=[N:6][CH:7]=1.[C-:29]#[N:30].[K+].C1OCCOCCOCCOCCOCCOC1, predict the reaction product. The product is: [Cl:27][C:19]1[CH:18]=[C:17]([CH:10]([CH2:11][CH:12]2[CH2:16][CH2:15][CH2:14][CH2:13]2)[C:9]([NH:8][C:5]2[CH:4]=[N:3][C:2]([C:29]#[N:30])=[CH:7][N:6]=2)=[O:28])[CH:22]=[CH:21][C:20]=1[S:23]([CH3:26])(=[O:25])=[O:24]. (6) Given the reactants C(OC([NH:8][CH2:9][CH:10]1[CH2:15][CH2:14][N:13]([CH2:16][C:17]2([C:21]([OH:23])=[O:22])[CH2:20][CH2:19][CH2:18]2)[CH2:12][CH2:11]1)=O)(C)(C)C.O.[C:25]1([CH3:35])[CH:30]=[CH:29][C:28]([S:31]([OH:34])(=[O:33])=[O:32])=[CH:27][CH:26]=1.C(N(CC)CC)C, predict the reaction product. The product is: [CH3:35][C:25]1[CH:26]=[CH:27][C:28]([S:31]([OH:34])(=[O:33])=[O:32])=[CH:29][CH:30]=1.[NH2:8][CH2:9][CH:10]1[CH2:15][CH2:14][N:13]([CH2:16][C:17]2([C:21]([OH:23])=[O:22])[CH2:20][CH2:19][CH2:18]2)[CH2:12][CH2:11]1. (7) Given the reactants I[C:2]1[CH:3]=[CH:4][C:5]([N:8]2[CH2:13][CH2:12][CH2:11][CH:10]([N:14]3[CH2:18][CH2:17][CH2:16][CH2:15]3)[CH2:9]2)=[N:6][CH:7]=1.[Cl:19][C:20]1[CH:25]=[CH:24][C:23]([C:26]2[CH:27]=[CH:28][C:29]([C:32]#[CH:33])=[N:30][CH:31]=2)=[CH:22][CH:21]=1, predict the reaction product. The product is: [Cl:19][C:20]1[CH:21]=[CH:22][C:23]([C:26]2[CH:27]=[CH:28][C:29]([C:32]#[C:33][C:2]3[CH:3]=[CH:4][C:5]([N:8]4[CH2:13][CH2:12][CH2:11][CH:10]([N:14]5[CH2:18][CH2:17][CH2:16][CH2:15]5)[CH2:9]4)=[N:6][CH:7]=3)=[N:30][CH:31]=2)=[CH:24][CH:25]=1.